Task: Predict the reactants needed to synthesize the given product.. Dataset: Full USPTO retrosynthesis dataset with 1.9M reactions from patents (1976-2016) (1) Given the product [C:14]12([C:24]3[CH:25]=[C:26]([C:32]4[CH:39]=[CH:38][C:35]([CH:36]=[C:44]5[S:40][C:41](=[O:46])[NH:42][C:43]5=[O:45])=[CH:34][CH:33]=4)[CH:27]=[CH:28][C:29]=3[O:30][CH3:31])[CH2:21][CH:20]3[CH2:19][CH:18]([CH2:17][CH:16]([CH2:22]3)[CH2:15]1)[CH2:23]2, predict the reactants needed to synthesize it. The reactants are: C1(C)C=CC=CC=1.N1CCCCC1.[C:14]12([C:24]3[CH:25]=[C:26]([C:32]4[CH:39]=[CH:38][C:35]([CH:36]=O)=[CH:34][CH:33]=4)[CH:27]=[CH:28][C:29]=3[O:30][CH3:31])[CH2:23][CH:18]3[CH2:19][CH:20]([CH2:22][CH:16]([CH2:17]3)[CH2:15]1)[CH2:21]2.[S:40]1[CH2:44][C:43](=[O:45])[NH:42][C:41]1=[O:46]. (2) The reactants are: Br[C:2]1[CH:23]=[CH:22][C:5]([C:6]([NH:8][S:9]([C:12]2[CH:17]=[CH:16][CH:15]=[CH:14][C:13]=2[S:18](=[O:21])(=[O:20])[NH2:19])(=[O:11])=[O:10])=[O:7])=[C:4]([F:24])[CH:3]=1.[O:25]1[C:29]2[CH:30]=[CH:31][CH:32]=[CH:33][C:28]=2[CH:27]=[C:26]1B(O)O.C(=O)([O-])[O-].[K+].[K+].O. Given the product [O:25]1[C:29]2[CH:30]=[CH:31][CH:32]=[CH:33][C:28]=2[CH:27]=[C:26]1[C:2]1[CH:23]=[CH:22][C:5]([C:6]([NH:8][S:9]([C:12]2[CH:17]=[CH:16][CH:15]=[CH:14][C:13]=2[S:18](=[O:21])(=[O:20])[NH2:19])(=[O:11])=[O:10])=[O:7])=[C:4]([F:24])[CH:3]=1, predict the reactants needed to synthesize it. (3) The reactants are: [CH3:1][N:2]1[C:10]2[C:5](=[CH:6][C:7]([S:11]([NH:14][C:15]3[CH:20]=[C:19]([O:21][CH3:22])[C:18]([O:23][CH3:24])=[C:17]([O:25][CH3:26])[CH:16]=3)(=[O:13])=[O:12])=[CH:8][CH:9]=2)[CH:4]=[CH:3]1.Cl.[CH3:28][N:29]([CH2:31][C:32](Cl)=[O:33])[CH3:30].C(N(C(C)C)CC)(C)C. Given the product [CH3:28][N:29]([CH2:31][C:32]([N:14]([C:15]1[CH:16]=[C:17]([O:25][CH3:26])[C:18]([O:23][CH3:24])=[C:19]([O:21][CH3:22])[CH:20]=1)[S:11]([C:7]1[CH:6]=[C:5]2[C:10](=[CH:9][CH:8]=1)[N:2]([CH3:1])[CH:3]=[CH:4]2)(=[O:13])=[O:12])=[O:33])[CH3:30], predict the reactants needed to synthesize it. (4) Given the product [CH:27]1([NH:26][C:22]2[CH:21]=[C:20]([C:18]3[CH:17]=[C:16]([C:33]4[O:34][C:35](=[O:38])[NH:36][N:37]=4)[CH:15]=[C:14]([N:11]4[CH2:12][CH2:13][NH:8][CH2:9][CH2:10]4)[N:19]=3)[CH:25]=[CH:24][N:23]=2)[CH2:28][CH2:29][CH2:30][CH2:31][CH2:32]1, predict the reactants needed to synthesize it. The reactants are: C(OC([N:8]1[CH2:13][CH2:12][N:11]([C:14]2[N:19]=[C:18]([C:20]3[CH:25]=[CH:24][N:23]=[C:22]([NH:26][CH:27]4[CH2:32][CH2:31][CH2:30][CH2:29][CH2:28]4)[CH:21]=3)[CH:17]=[C:16]([C:33]3[O:34][C:35](=[O:38])[NH:36][N:37]=3)[CH:15]=2)[CH2:10][CH2:9]1)=O)(C)(C)C.C(O)(C(F)(F)F)=O. (5) Given the product [OH:14][CH:13]1[CH:9]([CH3:4])[CH2:10][N:11]([C:15]([O:17][CH2:18][C:19]2[CH:24]=[CH:23][CH:22]=[CH:21][CH:20]=2)=[O:16])[CH2:12]1, predict the reactants needed to synthesize it. The reactants are: C[Mg]Br.[CH3:4]COCC.[CH:9]12[O:14][CH:13]1[CH2:12][N:11]([C:15]([O:17][CH2:18][C:19]1[CH:24]=[CH:23][CH:22]=[CH:21][CH:20]=1)=[O:16])[CH2:10]2. (6) Given the product [Br:11][C:12]1[CH:13]=[CH:14][C:15]([CH2:18][C:19]([CH:21]([C:27]([O:29][CH2:30][CH3:31])=[O:28])[C:22]([O:24][CH2:25][CH3:26])=[O:23])([CH3:20])[CH2:8][C:5]2[CH:4]=[CH:3][C:2]([Br:1])=[CH:7][CH:6]=2)=[CH:16][CH:17]=1, predict the reactants needed to synthesize it. The reactants are: [Br:1][C:2]1[CH:7]=[CH:6][C:5]([CH2:8]Br)=[CH:4][CH:3]=1.[Mg].[Br:11][C:12]1[CH:17]=[CH:16][C:15]([CH2:18][C:19](=[C:21]([C:27]([O:29][CH2:30][CH3:31])=[O:28])[C:22]([O:24][CH2:25][CH3:26])=[O:23])[CH3:20])=[CH:14][CH:13]=1.OS(O)(=O)=O.